Dataset: Experimentally validated miRNA-target interactions with 360,000+ pairs, plus equal number of negative samples. Task: Binary Classification. Given a miRNA mature sequence and a target amino acid sequence, predict their likelihood of interaction. (1) The miRNA is hsa-miR-4506 with sequence AAAUGGGUGGUCUGAGGCAA. The protein sequence of the target gene is MAIVQTLPVPLEPAPEAATAPQAPVMGSVSSLISGRPCPGGPAPPRHHGPPGPTFFRQQDGLLRGGYEAQEPLCPAVPPRKAVPVTSFTYINEDFRTESPPSPSSDVEDAREQRAHNAHLRGPPPKLIPVSGKLEKNMEKILIRPTAFKPVLPKPRGAPSLPSFMGPRATGLSGSQGSLTQLFGGPASSSSSSSSSSAADKPLAFSGWASGCPSGTLSDSGRNSLSSLPTYSTGGAEPTTSSPGGHLPSHGSGRGALPGPARGVPTGPSHSDSGRSSSSKSTGSLGGRVAGGLLGSGTRA.... Result: 0 (no interaction). (2) The protein sequence of the target gene is MAGLYSLGVSVFSDQGGRKYMEDVTQIVVEPEPAAEDKPAPVPRRALGLPATPTLAGVGPSEKGPAAARDPAPDAAASLPAGRCCRRRSSVAFFAVCDGHGGREAAQFAREHLWGFIKKQKGFTSSEPAKVCAAIRKGFLACHLAMWKKLAEWPKTMTGLPSTSGTTASVVIIRGMKMYVAHVGDSGVVLGIQDDPKDDFVRAVEVTQDHKPELPKERERIEGLGGSVMNKSGVNRVVWKRPRLTHSGPVRRSTVIDQIPFLAVARALGDLWSYDFFSGKFVVSPEPDTSVHTLDPRKHK.... The miRNA is hsa-miR-7155-3p with sequence UGGCCCAAGACCUCAGACC. Result: 0 (no interaction). (3) The miRNA is hsa-miR-1245b-3p with sequence UCAGAUGAUCUAAAGGCCUAUA. The protein sequence of the target gene is MKPSIAEMLHRGRMLWIILLSTIALGWTTPIPLIEDSEEIDEPCFDPCYCEVKESLFHIHCDSKGFTNISQITEFWSRPFKLYLQRNSMRKLYTNSFLHLNNAVSINLGNNALQDIQTGAFNGLKILKRLYLHENKLDVFRNDTFLGLESLEYLQADYNVIKRIESGAFRNLSKLRVLILNDNLIPMLPTNLFKAVSLTHLDLRGNRLKVLFYRGMLDHIGRSLMELQLEENPWNCTCEIVQLKSWLERIPYTALVGDITCETPFHFHGKDLREIRKTELCPLLSDSEVEASLGIPHSSS.... Result: 0 (no interaction). (4) The miRNA is hsa-miR-4423-3p with sequence AUAGGCACCAAAAAGCAACAA. The protein sequence of the target gene is MNGRVDYLVTEEEINLTRGPSGLGFNIVGGTDQQYVSNDSGIYVSRIKEDGAAAQDGRLQEGDKILSVNGQDLKNLLHQDAVDLFRNAGCAVSLRVQHRLPVQNGPIVHRGEGEPSGVPVAMVLLPVFALTMVAVWAFVRYRKQL. Result: 0 (no interaction). (5) The miRNA is bta-miR-154a with sequence UAGGUUAUCCGUGUAGCCUUCG. The protein sequence of the target gene is MILANAFCLFFFLDETLRSLASPSSPQGSELHGWRPQVDCVRANELCAAESNCSSRYRTLRQCLAGRDRNTMLANKECQAALEVLQESPLYDCRCKRGMKKELQCLQIYWSIHLGLTEGEEFYEASPYEPVTSRLSDIFRLASIFSGTGADPVVSAKSNHCLDAAKACNLNDNCKKLRSSYISICNREISPTERCNRRKCHKALRQFFDRVPSEYTYRMLFCSCQDQACAERRRQTILPSCSYEDKEKPNCLDLRSLCRTDHLCRSRLADFHANCRASYRTITSCPADNYQACLGSYAGM.... Result: 0 (no interaction). (6) The miRNA is mmu-miR-3074-2-3p with sequence UGUUUCAGCUCAGUAGGCAC. The protein sequence of the target gene is MNEMSSFLHIGDIVSLYAEGSVNGFISTLGLVDDRCVVEPAAGDLDNPPKKFRDCLFKVCPMNRYSAQKQYWKAKQTKQDKEKIADVVLLQKLQHAAQMEQKQNDTENKKVHGDVVKYGSVIQLLHMKSNKYLTVNKRLPALLEKNAMRVTLDATGNEGSWLFIQPFWKLRSNGDNVVVGDKVILNPVNAGQPLHASNYELSDNAGCKEVNSVNCNTSWKINLFMQFRDHLEEVLKGGDVVRLFHAEQEKFLTCDEYRGKLQVFLRTTLRQSATSATSSNALWEVEVVHHDPCRGGAGHW.... Result: 0 (no interaction). (7) The miRNA is hsa-miR-6787-3p with sequence UCUCAGCUGCUGCCCUCUCCAG. The protein sequence of the target gene is MCTNIVYEWLKALQLPQYAESFVDNGYDDLEVCKQIGDPDLDAIGVLAPAHRRRILEAVRRLREQDANAAGLYFTLEPQPAPPGPPADAVPTGRRGEPCGGPAQGTRGDSRGHTTAPRSRELVSYPKLKLKIMIRDKLVRDGIHLSKPPYSRKVPMAGILEYLMNWPKSSQSR. Result: 1 (interaction).